This data is from Peptide-MHC class I binding affinity with 185,985 pairs from IEDB/IMGT. The task is: Regression. Given a peptide amino acid sequence and an MHC pseudo amino acid sequence, predict their binding affinity value. This is MHC class I binding data. The peptide sequence is SPRTLNAWV. The MHC is HLA-A02:01 with pseudo-sequence HLA-A02:01. The binding affinity (normalized) is 0.